Dataset: Reaction yield outcomes from USPTO patents with 853,638 reactions. Task: Predict the reaction yield, written as a fraction of the theoretical maximum amount of product (1.0 means a 100% yield; for example, 0.34 means a 34% yield). (1) The reactants are [C:1]([C:5]1[CH:6]=[C:7](/[CH:21]=[CH:22]/[C:23](=[O:31])[C:24]2[CH:29]=[CH:28][C:27]([CH3:30])=[CH:26][CH:25]=2)[CH:8]=[C:9]2[C:14]=1[O:13][C:12](=[O:15])[C:11]([C:16]([O:18]CC)=[O:17])=[CH:10]2)([CH3:4])([CH3:3])[CH3:2].[OH-].[K+]. The catalyst is C(O)C. The product is [C:1]([C:5]1[CH:6]=[C:7](/[CH:21]=[CH:22]/[C:23](=[O:31])[C:24]2[CH:25]=[CH:26][C:27]([CH3:30])=[CH:28][CH:29]=2)[CH:8]=[C:9]2[C:14]=1[O:13][C:12](=[O:15])[C:11]([C:16]([OH:18])=[O:17])=[CH:10]2)([CH3:4])([CH3:3])[CH3:2]. The yield is 0.640. (2) The yield is 0.750. The catalyst is C1COCC1. The reactants are [F:1][C:2]1[CH:7]=[CH:6][C:5]([OH:8])=[CH:4][CH:3]=1.C1(P(C2C=CC=CC=2)C2C=CC=CC=2)C=CC=CC=1.[C:28]([N:35]1[CH2:40][CH2:39][CH:38]([CH2:41]O)[CH2:37][CH2:36]1)([O:30][C:31]([CH3:34])([CH3:33])[CH3:32])=[O:29].CCOC(/N=N/C(OCC)=O)=O. The product is [F:1][C:2]1[CH:7]=[CH:6][C:5]([O:8][CH2:41][CH:38]2[CH2:39][CH2:40][N:35]([C:28]([O:30][C:31]([CH3:32])([CH3:34])[CH3:33])=[O:29])[CH2:36][CH2:37]2)=[CH:4][CH:3]=1.